From a dataset of Kir2.1 potassium channel HTS with 301,493 compounds. Binary Classification. Given a drug SMILES string, predict its activity (active/inactive) in a high-throughput screening assay against a specified biological target. (1) The compound is Fc1ccc(CCN2CC(CCC2)CN(Cc2cc(OC)c(OC)cc2)C)cc1. The result is 1 (active). (2) The drug is Clc1ccc(S(=O)(=O)NCC(OCC(=O)N2CCCc3c2cccc3)=O)cc1. The result is 0 (inactive).